This data is from Forward reaction prediction with 1.9M reactions from USPTO patents (1976-2016). The task is: Predict the product of the given reaction. (1) Given the reactants [F:1][C:2]([F:14])([F:13])[C:3]1[CH:12]=[CH:11][C:6]([CH:7]=[CH:8][CH2:9]O)=[CH:5][CH:4]=1.[C:15]1(=[O:25])[NH:19][C:18](=[O:20])[C:17]2=[CH:21][CH:22]=[CH:23][CH:24]=[C:16]12.C1(P(C2C=CC=CC=2)C2C=CC=CC=2)C=CC=CC=1.N(C(OCC)=O)=NC(OCC)=O, predict the reaction product. The product is: [F:1][C:2]([F:14])([F:13])[C:3]1[CH:12]=[CH:11][C:6]([CH:7]=[CH:8][CH2:9][C:17]23[CH:21]=[CH:22][CH:23]=[CH:24][CH:16]2[C:15]([NH:19][C:18]3=[O:20])=[O:25])=[CH:5][CH:4]=1. (2) Given the reactants Cl[C:2]1[N:3]=[C:4]([NH:20][C:21]2[CH:30]=[CH:29][CH:28]=[CH:27][C:22]=2[C:23]([NH:25][CH3:26])=[O:24])[C:5]2[C:10]([Cl:11])=[CH:9][N:8]([CH2:12][O:13][CH2:14][CH2:15][Si:16]([CH3:19])([CH3:18])[CH3:17])[C:6]=2[N:7]=1.[CH3:31][O:32][C:33]1[CH:39]=[CH:38][C:37]([N+:40]([O-:42])=[O:41])=[CH:36][C:34]=1[NH2:35].C([O-])([O-])=O.[K+].[K+], predict the reaction product. The product is: [Cl:11][C:10]1[C:5]2[C:4]([NH:20][C:21]3[CH:30]=[CH:29][CH:28]=[CH:27][C:22]=3[C:23]([NH:25][CH3:26])=[O:24])=[N:3][C:2]([NH:35][C:34]3[CH:36]=[C:37]([N+:40]([O-:42])=[O:41])[CH:38]=[CH:39][C:33]=3[O:32][CH3:31])=[N:7][C:6]=2[N:8]([CH2:12][O:13][CH2:14][CH2:15][Si:16]([CH3:19])([CH3:18])[CH3:17])[CH:9]=1. (3) Given the reactants F[C:2]1[CH:3]=[C:4]([C:11]2[CH:16]=[CH:15][C:14]([NH2:17])=[C:13]([N+:18]([O-:20])=[O:19])[CH:12]=2)[CH:5]=[CH:6][C:7]=1[N+:8]([O-:10])=[O:9].C([O-])([O-])=O.[K+].[K+].[CH3:27][NH2:28], predict the reaction product. The product is: [CH3:27][NH:28][C:2]1[CH:3]=[C:4]([C:11]2[CH:16]=[CH:15][C:14]([NH2:17])=[C:13]([N+:18]([O-:20])=[O:19])[CH:12]=2)[CH:5]=[CH:6][C:7]=1[N+:8]([O-:10])=[O:9].